From a dataset of Forward reaction prediction with 1.9M reactions from USPTO patents (1976-2016). Predict the product of the given reaction. (1) Given the reactants C([O:3][C:4](=[O:19])[C@@H:5]([O:17][CH3:18])[CH2:6][C:7]1[CH:12]=[CH:11][C:10]([O:13][CH2:14][CH2:15]Br)=[CH:9][CH:8]=1)C.[CH2:20]1[C:28]2[C:23](=[CH:24][C:25]([OH:29])=[CH:26][CH:27]=2)[CH2:22][CH2:21]1.CO[C@@H](CC1C=CC(OCCCOC2C=CC=CC=2)=CC=1)C(O)=O, predict the reaction product. The product is: [CH2:20]1[C:28]2[C:23](=[CH:24][C:25]([O:29][CH2:15][CH2:14][O:13][C:10]3[CH:9]=[CH:8][C:7]([CH2:6][C@H:5]([O:17][CH3:18])[C:4]([OH:3])=[O:19])=[CH:12][CH:11]=3)=[CH:26][CH:27]=2)[CH2:22][CH2:21]1. (2) Given the reactants [Cl:1][C:2]1[C:10]([CH3:11])=[N:9][C:8]2[N:4]([N:5]=[C:6]3[CH:14]([CH2:15][OH:16])[NH:13][CH2:12][C:7]3=2)[C:3]=1[CH3:17].[Li].[CH3:19][N:20]1[CH2:25][CH2:24][CH:23]([O:26][C:27]2[CH:35]=[CH:34][CH:33]=[CH:32][C:28]=2[C:29](O)=[O:30])[CH2:22][CH2:21]1.C(N(CC)CC)C.F[P-](F)(F)(F)(F)F.N1(OC(N(C)C)=[N+](C)C)C2N=CC=CC=2N=N1, predict the reaction product. The product is: [Cl:1][C:2]1[C:10]([CH3:11])=[N:9][C:8]2[N:4]([N:5]=[C:6]3[CH:14]([CH2:15][OH:16])[N:13]([C:29]([C:28]4[CH:32]=[CH:33][CH:34]=[CH:35][C:27]=4[O:26][CH:23]4[CH2:24][CH2:25][N:20]([CH3:19])[CH2:21][CH2:22]4)=[O:30])[CH2:12][C:7]3=2)[C:3]=1[CH3:17]. (3) The product is: [Cl:1][C:2]1[C:3]2[CH:12]=[CH:11][CH:10]=[C:9]([F:13])[C:4]=2[S:5][C:6]=1[CH:7]=[O:8]. Given the reactants [Cl:1][C:2]1[C:3]2[CH:12]=[CH:11][CH:10]=[C:9]([F:13])[C:4]=2[S:5][C:6]=1[CH2:7][OH:8], predict the reaction product. (4) Given the reactants [F:1][C:2]1[CH:7]=[CH:6][C:5]([C:8]([F:11])([F:10])[F:9])=[CH:4][C:3]=1[OH:12].[Cl:13][C:14]1[CH:15]=[C:16]([CH:20](O)[CH2:21][CH2:22][CH2:23][CH2:24][N:25]2[CH2:30][CH2:29][CH:28]([C:31]3[CH:32]=[C:33]([NH:37][C:38](=[O:42])[CH:39]([CH3:41])[CH3:40])[CH:34]=[CH:35][CH:36]=3)[CH2:27][CH2:26]2)[CH:17]=[CH:18][CH:19]=1.Cl, predict the reaction product. The product is: [Cl:13][C:14]1[CH:15]=[C:16]([CH:20]([O:12][C:3]2[CH:4]=[C:5]([C:8]([F:10])([F:11])[F:9])[CH:6]=[CH:7][C:2]=2[F:1])[CH2:21][CH2:22][CH2:23][CH2:24][N:25]2[CH2:26][CH2:27][CH:28]([C:31]3[CH:32]=[C:33]([NH:37][C:38](=[O:42])[CH:39]([CH3:40])[CH3:41])[CH:34]=[CH:35][CH:36]=3)[CH2:29][CH2:30]2)[CH:17]=[CH:18][CH:19]=1. (5) Given the reactants [CH:1]([Si:4]([CH:13]([CH3:15])[CH3:14])([CH:10]([CH3:12])[CH3:11])[C:5]1[S:6][CH:7]=[CH:8][CH:9]=1)([CH3:3])[CH3:2].C(NC(C)C)(C)C.[Li].[I:24]I, predict the reaction product. The product is: [I:24][C:7]1[S:6][C:5]([Si:4]([CH:1]([CH3:3])[CH3:2])([CH:10]([CH3:12])[CH3:11])[CH:13]([CH3:15])[CH3:14])=[CH:9][CH:8]=1.